From a dataset of Full USPTO retrosynthesis dataset with 1.9M reactions from patents (1976-2016). Predict the reactants needed to synthesize the given product. (1) Given the product [OH:23][CH2:22][CH2:21][CH2:20][CH2:19][CH2:18][CH2:17][O:13][C:10]1[CH:11]=[CH:12][C:7]([CH:6]=[CH:5][C:4]([OH:15])=[O:14])=[CH:8][CH:9]=1, predict the reactants needed to synthesize it. The reactants are: C(O)C.[C:4]([OH:15])(=[O:14])/[CH:5]=[CH:6]/[C:7]1[CH:12]=[CH:11][C:10]([OH:13])=[CH:9][CH:8]=1.Cl[CH2:17][CH2:18][CH2:19][CH2:20][CH2:21][CH2:22][OH:23].[OH-].[K+]. (2) Given the product [Br:1][C:2]1[CH:7]=[CH:6][C:5]([C@@H:8]([N:10]2[CH2:15][CH2:14][C@:13]([CH2:22][C:23]([OH:25])([CH3:27])[CH3:24])([C:16]3[CH:17]=[CH:18][CH:19]=[CH:20][CH:21]=3)[O:12][C:11]2=[O:26])[CH3:9])=[CH:4][CH:3]=1, predict the reactants needed to synthesize it. The reactants are: [Br:1][C:2]1[CH:7]=[CH:6][C:5]([C@@H:8]([N:10]2[CH2:15][CH2:14][C@:13]([CH2:22][C:23](=[O:25])[CH3:24])([C:16]3[CH:21]=[CH:20][CH:19]=[CH:18][CH:17]=3)[O:12][C:11]2=[O:26])[CH3:9])=[CH:4][CH:3]=1.[CH3:27][Mg]Br. (3) Given the product [F:23][C:11]1[CH:10]=[C:9]([N:5]2[CH2:4][C@H:3]([CH2:2][N:1]3[CH:52]=[CH:53][N:54]=[N:55]3)[O:7][C:6]2=[O:8])[CH:14]=[C:13]([F:15])[C:12]=1[CH:16]1[CH2:21][NH:20][C:19](=[O:22])[CH2:18][CH2:17]1, predict the reactants needed to synthesize it. The reactants are: [NH2:1][CH2:2][C@@H:3]1[O:7][C:6](=[O:8])[N:5]([C:9]2[CH:14]=[C:13]([F:15])[C:12]([CH:16]3[CH2:21][NH:20][C:19](=[O:22])[CH2:18][CH2:17]3)=[C:11]([F:23])[CH:10]=2)[CH2:4]1.FC1C=C(N2C[C@H](CNC(=O)C)OC2=O)C=C(F)C=1I.CCN(CC)CC.Cl[CH:52](Cl)/[CH:53]=[N:54]/[NH:55]S(C1C=CC(C)=CC=1)(=O)=O.